From a dataset of Forward reaction prediction with 1.9M reactions from USPTO patents (1976-2016). Predict the product of the given reaction. (1) Given the reactants OOS([O-])=O.[K+].FC(F)(F)C(OC(=O)C(F)(F)F)=[O:10].[C:20]([C:23]1[C:24]([CH:61]2[CH2:66][CH2:65][N:64](C(OC(C)(C)C)=O)[CH2:63][CH2:62]2)=[N:25][C:26]2[N:27]([N:46]=[CH:47][C:48]=2[C:49]2[CH:50]=[N:51][C:52]([C:55]3[CH:60]=[CH:59][CH:58]=[CH:57][CH:56]=3)=[CH:53][CH:54]=2)[C:28]=1[N:29](COCC[Si](C)(C)C)COCC[Si](C)(C)C)(=[O:22])[CH3:21].C1(I)C=CC=CC=1, predict the reaction product. The product is: [NH2:29][C:28]1[N:27]2[N:46]=[CH:47][C:48]([C:49]3[CH:50]=[N:51][C:52]([C:55]4[CH:60]=[CH:59][CH:58]=[CH:57][CH:56]=4)=[CH:53][CH:54]=3)=[C:26]2[N:25]=[C:24]([CH:61]2[CH2:66][CH2:65][NH:64][CH2:63][CH2:62]2)[C:23]=1[C:20](=[O:22])[CH2:21][OH:10]. (2) Given the reactants [Br:1][C:2]1[CH:7]=[CH:6][C:5]([N:8]2[C:12](=[O:13])[NH:11][N:10]=[C:9]2[CH2:14][C@@H:15]2[CH2:19][CH2:18][N:17]([C:20](=[O:23])[CH2:21][CH3:22])[CH2:16]2)=[C:4]([F:24])[CH:3]=1.[CH3:25]N(C)C=O.IC.[H-].[Na+], predict the reaction product. The product is: [Br:1][C:2]1[CH:7]=[CH:6][C:5]([N:8]2[C:12](=[O:13])[N:11]([CH3:25])[N:10]=[C:9]2[CH2:14][C@@H:15]2[CH2:19][CH2:18][N:17]([C:20](=[O:23])[CH2:21][CH3:22])[CH2:16]2)=[C:4]([F:24])[CH:3]=1. (3) Given the reactants [N:1]([CH2:4][CH2:5][N:6]1[C:10]2[CH:11]=[CH:12][C:13]([C:15]([N:17]3[CH:22]4[CH2:23][CH2:24][CH:18]3[CH2:19][CH:20]([OH:25])[CH2:21]4)=[O:16])=[CH:14][C:9]=2[N:8]=[CH:7]1)=[N+]=[N-], predict the reaction product. The product is: [NH2:1][CH2:4][CH2:5][N:6]1[C:10]2[CH:11]=[CH:12][C:13]([C:15]([N:17]3[CH:18]4[CH2:24][CH2:23][CH:22]3[CH2:21][CH:20]([OH:25])[CH2:19]4)=[O:16])=[CH:14][C:9]=2[N:8]=[CH:7]1. (4) Given the reactants [Cl:1][C:2]1[C:7]([CH:8]=[N:9]O)=[C:6]([Cl:11])[N:5]=[C:4]([NH:12][CH:13]2[CH2:15][CH2:14]2)[N:3]=1.O=P(Cl)(Cl)Cl, predict the reaction product. The product is: [Cl:11][C:6]1[C:7]([C:8]#[N:9])=[C:2]([Cl:1])[N:3]=[C:4]([NH:12][CH:13]2[CH2:14][CH2:15]2)[N:5]=1. (5) Given the reactants [Cl:1][C:2]1[CH:7]=[CH:6][CH:5]=[CH:4][C:3]=1[N:8]1[C:16]2[C:15](=[O:17])[N:14]([CH3:18])[C:13](=[O:19])[N:12]([CH2:20][C:21]([OH:23])=[O:22])[C:11]=2[N:10]=[C:9]1[N:24]1[CH2:29][CH2:28][N:27](C(OC(C)(C)C)=O)[CH2:26][CH2:25]1.[F:37][C:38]([F:43])([F:42])[C:39]([OH:41])=[O:40], predict the reaction product. The product is: [F:37][C:38]([F:43])([F:42])[C:39]([OH:41])=[O:40].[Cl:1][C:2]1[CH:7]=[CH:6][CH:5]=[CH:4][C:3]=1[N:8]1[C:16]2[C:15](=[O:17])[N:14]([CH3:18])[C:13](=[O:19])[N:12]([CH2:20][C:21]([OH:23])=[O:22])[C:11]=2[N:10]=[C:9]1[N:24]1[CH2:29][CH2:28][NH:27][CH2:26][CH2:25]1. (6) Given the reactants F[C:2]1[C:7]([CH3:8])=[CH:6][CH:5]=[CH:4][C:3]=1[N+:9]([O-:11])=[O:10].[CH3:12][O:13][C:14]1[CH:20]=[CH:19][C:17]([NH2:18])=[CH:16][CH:15]=1.C([O-])(C)(C)C.[K+], predict the reaction product. The product is: [CH3:12][O:13][C:14]1[CH:20]=[CH:19][C:17]([NH:18][C:2]2[C:3]([N+:9]([O-:11])=[O:10])=[CH:4][CH:5]=[CH:6][C:7]=2[CH3:8])=[CH:16][CH:15]=1.